This data is from Forward reaction prediction with 1.9M reactions from USPTO patents (1976-2016). The task is: Predict the product of the given reaction. (1) Given the reactants [C:1]([C:3]1[CH:4]=[C:5]([O:22][C:23]([F:26])([F:25])[F:24])[CH:6]=[C:7]2[C:12]=1[O:11][CH:10]([C:13]([F:16])([F:15])[F:14])[C:9]([C:17]([O:19][CH2:20][CH3:21])=[O:18])=[CH:8]2)#[CH:2], predict the reaction product. The product is: [CH2:1]([C:3]1[CH:4]=[C:5]([O:22][C:23]([F:26])([F:24])[F:25])[CH:6]=[C:7]2[C:12]=1[O:11][CH:10]([C:13]([F:16])([F:15])[F:14])[C:9]([C:17]([O:19][CH2:20][CH3:21])=[O:18])=[CH:8]2)[CH3:2]. (2) Given the reactants Br[C:2]1[C:7]([CH:8]=[O:9])=[C:6]([F:10])[C:5]([CH2:11][CH2:12][CH3:13])=[CH:4][CH:3]=1.[CH2:14]([O:16][C:17]1[CH:22]=[CH:21][C:20](B(O)O)=[C:19]([CH:26]=[O:27])[C:18]=1[F:28])[CH3:15].C(=O)([O-])[O-].[Na+].[Na+].C1(C)C=CC=CC=1, predict the reaction product. The product is: [CH2:14]([O:16][C:17]1[C:18]([F:28])=[C:19]([CH:26]=[O:27])[C:20]([C:2]2[C:7]([CH:8]=[O:9])=[C:6]([F:10])[C:5]([CH2:11][CH2:12][CH3:13])=[CH:4][CH:3]=2)=[CH:21][CH:22]=1)[CH3:15]. (3) Given the reactants O.[OH-].[Li+].[C:4]([C:8]1[CH:13]=[CH:12][C:11]([C:14]2[C:15]([C:20]([O:22]CC)=[O:21])=[CH:16][CH:17]=[CH:18][CH:19]=2)=[CH:10][CH:9]=1)([CH3:7])([CH3:6])[CH3:5], predict the reaction product. The product is: [C:4]([C:8]1[CH:13]=[CH:12][C:11]([C:14]2[C:15]([C:20]([OH:22])=[O:21])=[CH:16][CH:17]=[CH:18][CH:19]=2)=[CH:10][CH:9]=1)([CH3:7])([CH3:5])[CH3:6]. (4) Given the reactants [Cl:1][C:2]1[C:3]([C:26]#[N:27])=[C:4]([C:8]([NH:10][C@@H:11]2[CH2:16][CH2:15][N:14](C(OCC)=O)[CH2:13][C@@H:12]2[O:22][CH2:23][CH:24]=[CH2:25])=[O:9])[NH:5][C:6]=1[CH3:7].II.C[Si](C)(C)[Si](C)(C)C.S([O-])([O-])(=O)=S.[Na+].[Na+], predict the reaction product. The product is: [Cl:1][C:2]1[C:3]([C:26]#[N:27])=[C:4]([C:8]([NH:10][C@@H:11]2[CH2:16][CH2:15][NH:14][CH2:13][C@@H:12]2[O:22][CH2:23][CH:24]=[CH2:25])=[O:9])[NH:5][C:6]=1[CH3:7]. (5) Given the reactants [C:1]([O:4][C@@H:5]1[CH2:10][CH2:9][CH2:8][CH2:7][C@H:6]1[C:11]1[CH:16]=[CH:15][C:14](I)=[CH:13][CH:12]=1)(=[O:3])[CH3:2].C([O-])(=O)C.[K+].[B:23]1([B:23]2[O:27][C:26]([CH3:29])([CH3:28])[C:25]([CH3:31])([CH3:30])[O:24]2)[O:27][C:26]([CH3:29])([CH3:28])[C:25]([CH3:31])([CH3:30])[O:24]1, predict the reaction product. The product is: [C:1]([O:4][C@@H:5]1[CH2:10][CH2:9][CH2:8][CH2:7][C@H:6]1[C:11]1[CH:16]=[CH:15][C:14]([B:23]2[O:27][C:26]([CH3:29])([CH3:28])[C:25]([CH3:31])([CH3:30])[O:24]2)=[CH:13][CH:12]=1)(=[O:3])[CH3:2]. (6) Given the reactants O[C:2]1[CH:7]=[CH:6][CH:5]=[CH:4][N:3]=1.[H-].[Na+].CN(C=[O:14])C.Cl[C:16]1[N:24]=[CH:23][N:22]=[C:21]2[C:17]=1[NH:18][CH:19]=[N:20]2, predict the reaction product. The product is: [O:14]=[C:6]1[CH:5]=[CH:4][N:3]([C:16]2[N:24]=[CH:23][N:22]=[C:21]3[C:17]=2[NH:18][CH:19]=[N:20]3)[CH:2]=[CH:7]1. (7) The product is: [CH3:1][O:2][C:3]1[CH:4]=[CH:5][C:6]([S:9]([C:12]2[CH:17]=[CH:16][C:15]([CH2:18][CH:19]=[O:20])=[CH:14][CH:13]=2)(=[O:10])=[O:11])=[CH:7][CH:8]=1. Given the reactants [CH3:1][O:2][C:3]1[CH:8]=[CH:7][C:6]([S:9]([C:12]2[CH:17]=[CH:16][C:15]([CH:18]=[CH:19][O:20]C)=[CH:14][CH:13]=2)(=[O:11])=[O:10])=[CH:5][CH:4]=1.C(O)=O.O, predict the reaction product.